This data is from Catalyst prediction with 721,799 reactions and 888 catalyst types from USPTO. The task is: Predict which catalyst facilitates the given reaction. Reactant: [F:1][C:2]1[CH:7]=[CH:6][C:5]([CH:8]([N:16]2[CH2:21][CH2:20][N:19]([CH3:22])[CH2:18][CH2:17]2)[CH2:9][N:10]2[CH2:15][CH2:14][NH:13][CH2:12][CH2:11]2)=[CH:4][CH:3]=1.C(N(C(C)C)C(C)C)C.[F:32][C:33]1[CH:46]=[CH:45][C:36]2[C:37]([CH2:40][CH2:41][CH2:42][CH2:43]Cl)=[N:38][O:39][C:35]=2[CH:34]=1. Product: [F:1][C:2]1[CH:7]=[CH:6][C:5]([CH:8]([N:16]2[CH2:21][CH2:20][N:19]([CH3:22])[CH2:18][CH2:17]2)[CH2:9][N:10]2[CH2:15][CH2:14][N:13]([CH2:43][CH2:42][CH2:41][CH2:40][C:37]3[C:36]4[CH:45]=[CH:46][C:33]([F:32])=[CH:34][C:35]=4[O:39][N:38]=3)[CH2:12][CH2:11]2)=[CH:4][CH:3]=1. The catalyst class is: 42.